From a dataset of Peptide-MHC class II binding affinity with 134,281 pairs from IEDB. Regression. Given a peptide amino acid sequence and an MHC pseudo amino acid sequence, predict their binding affinity value. This is MHC class II binding data. (1) The peptide sequence is NAGIVVGQMLMLVND. The MHC is DRB1_0101 with pseudo-sequence DRB1_0101. The binding affinity (normalized) is 0.725. (2) The peptide sequence is APEVKYTVFETALKK. The MHC is DRB3_0101 with pseudo-sequence DRB3_0101. The binding affinity (normalized) is 0.180. (3) The binding affinity (normalized) is 0. The peptide sequence is TGEAHLAEENEGDNA. The MHC is DRB1_0802 with pseudo-sequence DRB1_0802. (4) The peptide sequence is DLGYAPATPAAPGAG. The MHC is HLA-DPA10103-DPB10201 with pseudo-sequence HLA-DPA10103-DPB10201. The binding affinity (normalized) is 0.0929. (5) The peptide sequence is EHRWREIYNMVKFRM. The MHC is DRB1_1602 with pseudo-sequence DRB1_1602. The binding affinity (normalized) is 0.525. (6) The peptide sequence is SHNVQGATVAVDCRP. The MHC is HLA-DPA10103-DPB10201 with pseudo-sequence HLA-DPA10103-DPB10201. The binding affinity (normalized) is 0.202.